From a dataset of NCI-60 drug combinations with 297,098 pairs across 59 cell lines. Regression. Given two drug SMILES strings and cell line genomic features, predict the synergy score measuring deviation from expected non-interaction effect. Drug 1: CN1C2=C(C=C(C=C2)N(CCCl)CCCl)N=C1CCCC(=O)O.Cl. Drug 2: COCCOC1=C(C=C2C(=C1)C(=NC=N2)NC3=CC=CC(=C3)C#C)OCCOC.Cl. Cell line: SNB-75. Synergy scores: CSS=-0.516, Synergy_ZIP=-0.00282, Synergy_Bliss=-1.75, Synergy_Loewe=-3.12, Synergy_HSA=-3.07.